Task: Predict the reactants needed to synthesize the given product.. Dataset: Full USPTO retrosynthesis dataset with 1.9M reactions from patents (1976-2016) (1) Given the product [CH2:33]([N:27]1[CH2:26][CH2:25][N:24]([CH2:37][C:38]([NH:40][C:41]2[CH:42]=[C:43]([NH:49][C:50]([C:52]3[CH:57]=[CH:56][C:55]([C:58]4[CH:63]=[CH:62][CH:61]=[CH:60][CH:59]=4)=[CH:54][CH:53]=3)=[O:51])[CH:44]=[CH:45][C:46]=2[O:47][CH3:48])=[O:39])[CH2:29][CH2:28]1)[CH3:32], predict the reactants needed to synthesize it. The reactants are: COC1C=CC(NC(C2C=CC(C3C=CC=CC=3)=CC=2)=O)=CC=1[NH:24][C:25](=O)[CH2:26][N:27]1[CH2:33][CH:32]2O[CH:29](CC2)[CH2:28]1.Cl[CH2:37][C:38]([NH:40][C:41]1[CH:42]=[C:43]([NH:49][C:50]([C:52]2[CH:57]=[CH:56][C:55]([C:58]3[CH:63]=[CH:62][CH:61]=[CH:60][CH:59]=3)=[CH:54][CH:53]=2)=[O:51])[CH:44]=[CH:45][C:46]=1[O:47][CH3:48])=[O:39].C(N1CCNCC1)C.C(N(CC)CC)C. (2) Given the product [BrH:23].[Br:23][CH:2]([C:4]1[O:5][C:6](=[O:21])[C:7]2[C:12]([C:13]=1[C:14]1[CH:15]=[N:16][C:17]([CH3:20])=[CH:18][CH:19]=1)=[CH:11][CH:10]=[CH:9][CH:8]=2)[CH3:3], predict the reactants needed to synthesize it. The reactants are: O[CH:2]([C:4]1[O:5][C:6](=[O:21])[C:7]2[C:12]([C:13]=1[C:14]1[CH:15]=[N:16][C:17]([CH3:20])=[CH:18][CH:19]=1)=[CH:11][CH:10]=[CH:9][CH:8]=2)[CH3:3].P(Br)(Br)[Br:23]. (3) The reactants are: C1C=CC(P(C2C=CC=CC=2)C2C=CC=CC=2)=CC=1.N1C=CN=C1.[I:25]I.[CH2:27]([O:34][C:35]1[CH:40]=[C:39]([CH2:41]O)[CH:38]=[CH:37][C:36]=1[N:43]1[S:47](=[O:49])(=[O:48])[N:46]([CH2:50][CH2:51][Si:52]([CH3:55])([CH3:54])[CH3:53])[C:45](=[O:56])[CH2:44]1)[C:28]1[CH:33]=[CH:32][CH:31]=[CH:30][CH:29]=1. Given the product [CH2:27]([O:34][C:35]1[CH:40]=[C:39]([CH2:41][I:25])[CH:38]=[CH:37][C:36]=1[N:43]1[S:47](=[O:49])(=[O:48])[N:46]([CH2:50][CH2:51][Si:52]([CH3:55])([CH3:54])[CH3:53])[C:45](=[O:56])[CH2:44]1)[C:28]1[CH:33]=[CH:32][CH:31]=[CH:30][CH:29]=1, predict the reactants needed to synthesize it. (4) The reactants are: [H-].[Na+].[O:3]=[C:4]([CH3:12])[CH2:5]P(=O)(OC)OC.[CH:13]1([CH2:16][O:17][C:18]2[CH:19]=[CH:20][C:21]3[C:25]([CH:26]=2)=[N:24][N:23]([C@H:27]2[CH2:32][CH2:31][C@H:30]([CH:33]=O)[CH2:29][CH2:28]2)[CH:22]=3)[CH2:15][CH2:14]1.Cl. Given the product [CH:13]1([CH2:16][O:17][C:18]2[CH:19]=[CH:20][C:21]3[C:25]([CH:26]=2)=[N:24][N:23]([C@H:27]2[CH2:32][CH2:31][C@H:30](/[CH:33]=[CH:5]/[C:4](=[O:3])[CH3:12])[CH2:29][CH2:28]2)[CH:22]=3)[CH2:15][CH2:14]1, predict the reactants needed to synthesize it. (5) Given the product [O:3]=[C:2]1[C:4](=[O:5])[C:6]2[C:11](=[CH:10][CH:9]=[CH:8][CH:7]=2)[N:1]1[CH2:19][C:20]([O:22][C:23]([CH3:26])([CH3:25])[CH3:24])=[O:21], predict the reactants needed to synthesize it. The reactants are: [NH:1]1[C:11]2[C:6](=[CH:7][CH:8]=[CH:9][CH:10]=2)[C:4](=[O:5])[C:2]1=[O:3].C(=O)([O-])[O-].[K+].[K+].Br[CH2:19][C:20]([O:22][C:23]([CH3:26])([CH3:25])[CH3:24])=[O:21]. (6) Given the product [Cl:1][C:14]1[C:10]([I:9])=[N:11][N:12]([C:15]2[CH:20]=[CH:19][N:18]=[C:17]([C:21]#[N:22])[CH:16]=2)[CH:13]=1, predict the reactants needed to synthesize it. The reactants are: [Cl:1]N1C(=O)CCC1=O.[I:9][C:10]1[CH:14]=[CH:13][N:12]([C:15]2[CH:20]=[CH:19][N:18]=[C:17]([C:21]#[N:22])[CH:16]=2)[N:11]=1. (7) Given the product [NH2:12][C:11]1[C:2]([Cl:1])=[N:3][CH:4]=[C:5]([CH:10]=1)[C:6]([O:8][CH3:9])=[O:7], predict the reactants needed to synthesize it. The reactants are: [Cl:1][C:2]1[C:11]([N+:12]([O-])=O)=[CH:10][C:5]([C:6]([O:8][CH3:9])=[O:7])=[CH:4][N:3]=1.O.Cl.